Dataset: Full USPTO retrosynthesis dataset with 1.9M reactions from patents (1976-2016). Task: Predict the reactants needed to synthesize the given product. (1) Given the product [Br:16][C:17]1[CH:22]=[C:21]([CH:20]=[CH:19][CH:18]=1)[O:1][CH2:2][CH:3]1[CH2:8][CH2:7][CH2:6][N:5]([C:9]([O:11][C:12]([CH3:15])([CH3:14])[CH3:13])=[O:10])[CH2:4]1, predict the reactants needed to synthesize it. The reactants are: [OH:1][CH2:2][CH:3]1[CH2:8][CH2:7][CH2:6][N:5]([C:9]([O:11][C:12]([CH3:15])([CH3:14])[CH3:13])=[O:10])[CH2:4]1.[Br:16][C:17]1[CH:18]=[C:19](O)[CH:20]=[CH:21][CH:22]=1.C1C=CC(P(C2C=CC=CC=2)C2C=CC=CC=2)=CC=1.CCOC(/N=N/C(OCC)=O)=O. (2) The reactants are: C[Si](C)(C)CCOC[N:7]1[C:11]2[N:12]=[CH:13][N:14]=[C:15]([C:16]3[CH:17]=[N:18][N:19]([C@@H:21]4[CH2:26][CH2:25][C@H:24]([CH:27]=[N:28]O)[CH2:23][CH2:22]4)[CH:20]=3)[C:10]=2[CH:9]=[CH:8]1.N1C=CC=CC=1.C1(S(Cl)(=O)=O)C=CC=CC=1. Given the product [N:12]1[C:11]2[NH:7][CH:8]=[CH:9][C:10]=2[C:15]([C:16]2[CH:17]=[N:18][N:19]([C@@H:21]3[CH2:22][CH2:23][C@H:24]([C:27]#[N:28])[CH2:25][CH2:26]3)[CH:20]=2)=[N:14][CH:13]=1, predict the reactants needed to synthesize it. (3) Given the product [CH:14]1([CH2:13][N:12]2[C:8]([C:6]3[CH:5]=[CH:4][N:3]=[C:2]([NH:1][C:29]4[CH:28]=[CH:27][C:26]([S:23](=[O:24])(=[O:25])[N:22]([CH2:21][CH2:20][O:19][CH3:18])[C:33]([CH3:36])([CH3:34])[CH3:35])=[CH:31][CH:30]=4)[N:7]=3)=[CH:9][N:10]=[C:11]2[CH3:17])[CH2:15][CH2:16]1, predict the reactants needed to synthesize it. The reactants are: [NH2:1][C:2]1[N:7]=[C:6]([C:8]2[N:12]([CH2:13][CH:14]3[CH2:16][CH2:15]3)[C:11]([CH3:17])=[N:10][CH:9]=2)[CH:5]=[CH:4][N:3]=1.[CH3:18][O:19][CH2:20][CH2:21][N:22]([C:33]([CH3:36])([CH3:35])[CH3:34])[S:23]([C:26]1[CH:31]=[CH:30][C:29](I)=[CH:28][CH:27]=1)(=[O:25])=[O:24].C(O)(=O)C. (4) Given the product [Cl:32][CH2:33][C:34]1([C:38]([O:40][CH2:41][CH3:42])=[O:39])[CH2:37][N:36]([C:20]([CH:17]2[CH2:16][CH2:15][C:14]([F:13])([F:23])[CH2:19][CH2:18]2)=[O:22])[CH2:35]1, predict the reactants needed to synthesize it. The reactants are: Cl.CN(C)CCCN=C=NCC.[F:13][C:14]1([F:23])[CH2:19][CH2:18][CH:17]([C:20]([OH:22])=O)[CH2:16][CH2:15]1.C(N(CC)CC)C.Cl.[Cl:32][CH2:33][C:34]1([C:38]([O:40][CH2:41][CH3:42])=[O:39])[CH2:37][NH:36][CH2:35]1. (5) Given the product [Cl:8][C:6]1[CH:5]=[C:4]([C:9]2([C:25]([F:26])([F:27])[F:28])[O:13][N:12]=[C:11]([C:14]3[CH:22]=[CH:21][C:17]([C:18]([NH:20][CH:29]=[CH2:30])=[O:19])=[C:16]([CH3:24])[CH:15]=3)[CH2:10]2)[CH:3]=[C:2]([Cl:1])[CH:7]=1, predict the reactants needed to synthesize it. The reactants are: [Cl:1][C:2]1[CH:3]=[C:4]([C:9]2([C:25]([F:28])([F:27])[F:26])[O:13][N:12]=[C:11]([C:14]3[CH:22]=[CH:21][CH:17]([C:18]([NH2:20])=[O:19])[C:16]([CH3:24])(C)[CH:15]=3)[CH2:10]2)[CH:5]=[C:6]([Cl:8])[CH:7]=1.[CH:29](OCC)=[CH2:30].N1C2C(=CC=C3C=2N=CC=C3)C=CC=1.O. (6) Given the product [CH2:1]1[CH:9]2[CH:4]([CH2:5][CH:6]=[CH:7][CH2:8]2)[CH2:3][N:2]1[C:18]([O:20][CH2:21][C:22]1[CH:27]=[CH:26][CH:25]=[CH:24][CH:23]=1)=[O:19], predict the reactants needed to synthesize it. The reactants are: [CH2:1]1[CH:9]2[CH:4]([CH2:5][CH:6]=[CH:7][CH2:8]2)[CH2:3][NH:2]1.C(N(CC)CC)C.Cl[C:18]([O:20][CH2:21][C:22]1[CH:27]=[CH:26][CH:25]=[CH:24][CH:23]=1)=[O:19].O. (7) Given the product [O:15]1[CH2:20][CH2:19][N:18]([C:21]2[CH:26]=[C:25]([C:2]3[CH:3]=[N:4][CH:5]=[C:6]4[C:11]=3[N:10]=[C:9]([C:12]([NH2:14])=[O:13])[CH:8]=[CH:7]4)[CH:24]=[CH:23][CH:22]=2)[CH2:17][CH2:16]1, predict the reactants needed to synthesize it. The reactants are: Br[C:2]1[CH:3]=[N:4][CH:5]=[C:6]2[C:11]=1[N:10]=[C:9]([C:12]([NH2:14])=[O:13])[CH:8]=[CH:7]2.[O:15]1[CH2:20][CH2:19][N:18]([C:21]2[CH:22]=[C:23](B(O)O)[CH:24]=[CH:25][CH:26]=2)[CH2:17][CH2:16]1.C(=O)([O-])[O-].[Cs+].[Cs+]. (8) The reactants are: [CH2:1]([N:3]([CH2:11][C:12](=[O:31])[NH:13][CH2:14][C:15]1[CH:20]=[C:19]([C:21]2[CH:26]=[CH:25][C:24]([C:27]([F:30])([F:29])[F:28])=[CH:23][CH:22]=2)[N:18]=[CH:17][N:16]=1)C(=O)OC(C)(C)C)[CH3:2].O1CCOCC1. Given the product [CH2:1]([NH:3][CH2:11][C:12]([NH:13][CH2:14][C:15]1[CH:20]=[C:19]([C:21]2[CH:26]=[CH:25][C:24]([C:27]([F:29])([F:30])[F:28])=[CH:23][CH:22]=2)[N:18]=[CH:17][N:16]=1)=[O:31])[CH3:2], predict the reactants needed to synthesize it. (9) Given the product [Br:1][C:2]1[C:3]([O:10][C@H:17]([CH2:12][CH:13]=[CH2:14])[CH3:16])=[CH:4][C:5]([F:9])=[CH:6][C:7]=1[F:8], predict the reactants needed to synthesize it. The reactants are: [Br:1][C:2]1[C:7]([F:8])=[CH:6][C:5]([F:9])=[CH:4][C:3]=1[OH:10].F[C:12]1[C:17](F)=[CH:16]C(B2OC(=O)CN(C)CC(=O)O2)=[C:14](O[C@H](CC=C)C)[CH:13]=1.